From a dataset of Full USPTO retrosynthesis dataset with 1.9M reactions from patents (1976-2016). Predict the reactants needed to synthesize the given product. (1) Given the product [N:1]([CH2:4][C@@H:5]1[CH2:9][C@@H:8]([O:10][C:25]2[CH:30]=[N:29][C:28]([CH:31]3[CH2:33][CH2:32]3)=[CH:27][N:26]=2)[CH2:7][N:6]1[C:11]([O:13][C:14]([CH3:17])([CH3:16])[CH3:15])=[O:12])=[N+:2]=[N-:3], predict the reactants needed to synthesize it. The reactants are: [N:1]([CH2:4][C@@H:5]1[CH2:9][C@@H:8]([OH:10])[CH2:7][N:6]1[C:11]([O:13][C:14]([CH3:17])([CH3:16])[CH3:15])=[O:12])=[N+:2]=[N-:3].CC(C)([O-])C.[K+].Br[C:25]1[CH:30]=[N:29][C:28]([CH:31]2[CH2:33][CH2:32]2)=[CH:27][N:26]=1. (2) Given the product [C:9]([C:8]([CH3:12])([CH3:11])[C:5]1[CH:6]=[CH:7][C:2]([NH:1][C:20](=[O:21])[C:19]2[CH:23]=[CH:24][C:25]([O:26][CH3:27])=[C:17]([O:16][CH3:15])[CH:18]=2)=[CH:3][C:4]=1[O:13][CH3:14])#[N:10], predict the reactants needed to synthesize it. The reactants are: [NH2:1][C:2]1[CH:7]=[CH:6][C:5]([C:8]([CH3:12])([CH3:11])[C:9]#[N:10])=[C:4]([O:13][CH3:14])[CH:3]=1.[CH3:15][O:16][C:17]1[CH:18]=[C:19]([CH:23]=[CH:24][C:25]=1[O:26][CH3:27])[C:20](Cl)=[O:21].C(N(CC)CC)C. (3) Given the product [CH3:10][O:11][C:12](=[O:27])[C:13]1[CH:18]=[C:17]([N+:1]([O-:4])=[O:2])[C:16]([C:19]([F:22])([F:21])[F:20])=[CH:15][C:14]=1[NH2:23], predict the reactants needed to synthesize it. The reactants are: [N+:1]([O-:4])(O)=[O:2].S(=O)(=O)(O)O.[CH3:10][O:11][C:12](=[O:27])[C:13]1[CH:18]=[CH:17][C:16]([C:19]([F:22])([F:21])[F:20])=[CH:15][C:14]=1[NH:23]C(=O)C. (4) Given the product [Cl:65][CH2:64][CH2:63][CH2:62][O:1][C:2]1[CH:7]=[CH:6][C:5]([CH2:8][CH2:9][N:10]2[C:18]3[C:13](=[CH:14][CH:15]=[CH:16][C:17]=3[O:19][C@@H:20]3[O:46][C@H:45]([CH2:47][O:48][C:49](=[O:54])[C:50]([CH3:53])([CH3:52])[CH3:51])[C@@H:37]([O:38][C:39](=[O:44])[C:40]([CH3:41])([CH3:42])[CH3:43])[C@H:29]([O:30][C:31](=[O:36])[C:32]([CH3:33])([CH3:34])[CH3:35])[C@H:21]3[O:22][C:23](=[O:28])[C:24]([CH3:26])([CH3:27])[CH3:25])[CH:12]=[CH:11]2)=[CH:4][CH:3]=1, predict the reactants needed to synthesize it. The reactants are: [OH:1][C:2]1[CH:7]=[CH:6][C:5]([CH2:8][CH2:9][N:10]2[C:18]3[C:13](=[CH:14][CH:15]=[CH:16][C:17]=3[O:19][C@@H:20]3[O:46][C@H:45]([CH2:47][O:48][C:49](=[O:54])[C:50]([CH3:53])([CH3:52])[CH3:51])[C@@H:37]([O:38][C:39](=[O:44])[C:40]([CH3:43])([CH3:42])[CH3:41])[C@H:29]([O:30][C:31](=[O:36])[C:32]([CH3:35])([CH3:34])[CH3:33])[C@H:21]3[O:22][C:23](=[O:28])[C:24]([CH3:27])([CH3:26])[CH3:25])[CH:12]=[CH:11]2)=[CH:4][CH:3]=1.C(=O)([O-])[O-].[Cs+].[Cs+].Br[CH2:62][CH2:63][CH2:64][Cl:65]. (5) Given the product [C:1]([O:5][C:6]([N:8]([CH2:25][CH:26]1[CH2:27][CH2:28]1)[C:9]1[CH:14]=[C:13]([C:15]2[CH:20]=[CH:19][CH:18]=[C:17]([C:21]([OH:23])=[O:22])[N:16]=2)[CH:12]=[CH:11][N:10]=1)=[O:7])([CH3:4])([CH3:2])[CH3:3], predict the reactants needed to synthesize it. The reactants are: [C:1]([O:5][C:6]([N:8]([CH2:25][CH:26]1[CH2:28][CH2:27]1)[C:9]1[CH:14]=[C:13]([C:15]2[CH:20]=[CH:19][CH:18]=[C:17]([C:21]([O:23]C)=[O:22])[N:16]=2)[CH:12]=[CH:11][N:10]=1)=[O:7])([CH3:4])([CH3:3])[CH3:2].[OH-].[Na+].Cl. (6) Given the product [Cl:22][C:14]1[CH:15]=[C:16]([N+:19]([O-:21])=[O:20])[CH:17]=[CH:18][C:13]=1[O:8][CH2:7][C:2]1[CH:3]=[CH:4][CH:5]=[CH:6][N:1]=1, predict the reactants needed to synthesize it. The reactants are: [N:1]1[CH:6]=[CH:5][CH:4]=[CH:3][C:2]=1[CH2:7][OH:8].[OH-].[K+].O.Cl[C:13]1[CH:18]=[CH:17][C:16]([N+:19]([O-:21])=[O:20])=[CH:15][C:14]=1[Cl:22]. (7) Given the product [C:19]([C:9]1[C@@H:10]([C:11]2[CH:16]=[CH:15][C:14]([C:17]#[N:18])=[CH:13][CH:12]=2)[N:5]2[N:4]=[C:3]([NH:2][C:38]([C:37]3[O:33][N:34]=[CH:35][CH:36]=3)=[O:39])[N:32]=[C:6]2[N:7]([C:22]2[CH:27]=[CH:26][CH:25]=[C:24]([C:28]([F:29])([F:31])[F:30])[CH:23]=2)[C:8]=1[CH3:21])#[N:20], predict the reactants needed to synthesize it. The reactants are: Cl.[NH2:2][C:3]1[N:32]=[C:6]2[N:7]([C:22]3[CH:27]=[CH:26][CH:25]=[C:24]([C:28]([F:31])([F:30])[F:29])[CH:23]=3)[C:8]([CH3:21])=[C:9]([C:19]#[N:20])[C@@H:10]([C:11]3[CH:16]=[CH:15][C:14]([C:17]#[N:18])=[CH:13][CH:12]=3)[N:5]2[N:4]=1.[O:33]1[C:37]([C:38](Cl)=[O:39])=[CH:36][CH:35]=[N:34]1. (8) Given the product [NH2:16][C:10]1[O:11][CH2:12][C:13]([F:14])([F:15])[C@:8]([C:6]2[CH:7]=[C:2]([NH:1][C:28]([C:25]3[CH:24]=[CH:23][C:22]([O:21][CH2:20][F:19])=[CH:27][N:26]=3)=[O:29])[CH:3]=[CH:4][C:5]=2[F:18])([CH3:17])[N:9]=1, predict the reactants needed to synthesize it. The reactants are: [NH2:1][C:2]1[CH:3]=[CH:4][C:5]([F:18])=[C:6]([C@:8]2([CH3:17])[C:13]([F:15])([F:14])[CH2:12][O:11][C:10]([NH2:16])=[N:9]2)[CH:7]=1.[F:19][CH2:20][O:21][C:22]1[CH:23]=[CH:24][C:25]([C:28](O)=[O:29])=[N:26][CH:27]=1.